Task: Binary Classification. Given a drug SMILES string, predict its activity (active/inactive) in a high-throughput screening assay against a specified biological target.. Dataset: HIV replication inhibition screening data with 41,000+ compounds from the AIDS Antiviral Screen The drug is Cc1ccc(NC(=O)CCCC(=O)CC(=O)c2ccc(Br)cc2)cc1. The result is 0 (inactive).